From a dataset of Full USPTO retrosynthesis dataset with 1.9M reactions from patents (1976-2016). Predict the reactants needed to synthesize the given product. (1) Given the product [CH2:1]([O:8][CH2:9][CH2:10][O:11][CH2:12][CH2:13][O:14][C:15]1[CH:20]=[CH:19][C:18](/[C:21](/[C:33]2[CH:38]=[CH:37][CH:36]=[CH:35][CH:34]=2)=[C:22](\[C:26]2[CH:31]=[CH:30][CH:29]=[CH:28][CH:27]=2)/[CH2:23][CH2:24][Cl:48])=[CH:17][CH:16]=1)[C:2]1[CH:7]=[CH:6][CH:5]=[CH:4][CH:3]=1, predict the reactants needed to synthesize it. The reactants are: [CH2:1]([O:8][CH2:9][CH2:10][O:11][CH2:12][CH2:13][O:14][C:15]1[CH:20]=[CH:19][C:18]([C:21]([C:33]2[CH:38]=[CH:37][CH:36]=[CH:35][CH:34]=2)(O)[CH:22]([C:26]2[CH:31]=[CH:30][CH:29]=[CH:28][CH:27]=2)[CH2:23][CH2:24]O)=[CH:17][CH:16]=1)[C:2]1[CH:7]=[CH:6][CH:5]=[CH:4][CH:3]=1.C(N(CC)CC)C.S(Cl)([Cl:48])=O. (2) Given the product [CH2:10]([Sn:5]([CH2:1][CH2:2][CH2:3][CH3:4])([CH2:6][CH2:7][CH2:8][CH3:9])/[CH:21]=[CH:20]/[C:14]1[CH:19]=[CH:18][CH:17]=[CH:16][CH:15]=1)[CH2:11][CH2:12][CH3:13], predict the reactants needed to synthesize it. The reactants are: [CH2:1]([SnH:5]([CH2:10][CH2:11][CH2:12][CH3:13])[CH2:6][CH2:7][CH2:8][CH3:9])[CH2:2][CH2:3][CH3:4].[C:14]1([C:20]#[CH:21])[CH:19]=[CH:18][CH:17]=[CH:16][CH:15]=1. (3) Given the product [F:1][C:2]1[CH:3]=[CH:4][C:5]([C:18]([O:20][CH3:21])=[O:19])=[N:6][C:7]=1[CH:8]1[CH2:9][CH2:10][C:11]2([O:15][CH2:14][CH2:13][O:12]2)[CH2:16][CH2:17]1, predict the reactants needed to synthesize it. The reactants are: [F:1][C:2]1[CH:3]=[CH:4][C:5]([C:18]([O:20][CH3:21])=[O:19])=[N:6][C:7]=1[C:8]1[CH2:17][CH2:16][C:11]2([O:15][CH2:14][CH2:13][O:12]2)[CH2:10][CH:9]=1. (4) Given the product [N:12]1([CH2:11][CH2:10][O:9][C:6]2[N:5]=[CH:4][C:3]([C:21]3[O:25][C:24]([C:26]4[CH:31]=[CH:30][N:29]=[CH:28][CH:27]=4)=[C:23]([C:32]4[CH:33]=[C:34]5[C:38](=[CH:39][CH:40]=4)[C:37](=[O:41])[CH2:36][CH2:35]5)[CH:22]=3)=[CH:8][N:7]=2)[CH2:17][CH2:16][O:15][CH2:14][CH2:13]1, predict the reactants needed to synthesize it. The reactants are: C[Sn](C)(C)[C:3]1[CH:4]=[N:5][C:6]([O:9][CH2:10][CH2:11][N:12]2[CH2:17][CH2:16][O:15][CH2:14][CH2:13]2)=[N:7][CH:8]=1.Br[C:21]1[O:25][C:24]([C:26]2[CH:31]=[CH:30][N:29]=[CH:28][CH:27]=2)=[C:23]([C:32]2[CH:33]=[C:34]3[C:38](=[CH:39][CH:40]=2)[C:37](=[O:41])[CH2:36][CH2:35]3)[CH:22]=1. (5) Given the product [Cl:24][C:20]1[CH:21]=[CH:22][C:17]([N:15]2[C:14](=[O:23])[C:9]3=[CH:10][NH:11][C:12]4[CH:13]=[C:4]([N+:1]([O-:3])=[O:2])[CH:5]=[CH:6][C:7]=4[C:8]3=[N:16]2)=[CH:18][CH:19]=1, predict the reactants needed to synthesize it. The reactants are: [N+:1]([C:4]1[CH:5]=[CH:6][C:7]2[C:8]3[C:9]([C:14](=[O:23])[N:15]([C:17]4[CH:22]=[CH:21][CH:20]=[CH:19][CH:18]=4)[N:16]=3)=[CH:10][NH:11][C:12]=2[CH:13]=1)([O-:3])=[O:2].[Cl:24]C1C2C(=CC([N+]([O-])=O)=CC=2)N=CC=1C(OCC)=O.ClC1C=CC(NN)=CC=1. (6) Given the product [CH3:44][N:43]([CH3:45])[C@@H:40]1[CH2:41][CH2:42][N:38]([C:36]([C:33]2[CH:34]=[CH:35][C:30]([NH:29][C:27]3[CH:26]=[N:25][CH:24]=[C:23]([C:16]4[NH:18][C:12]5[CH:11]=[CH:13][N:56]=[CH:55][C:54]=5[CH:15]=4)[N:28]=3)=[C:31]([O:46][CH3:47])[CH:32]=2)=[O:37])[CH2:39]1, predict the reactants needed to synthesize it. The reactants are: B(O[CH:11]([CH3:13])[CH3:12])(OC(C)C)OC(C)C.[Li+].[CH3:15][CH:16]([N-:18]C(C)C)C.Cl[C:23]1[N:28]=[C:27]([NH:29][C:30]2[CH:35]=[CH:34][C:33]([C:36]([N:38]3[CH2:42][CH2:41][C@@H:40]([N:43]([CH3:45])[CH3:44])[CH2:39]3)=[O:37])=[CH:32][C:31]=2[O:46][CH3:47])[CH:26]=[N:25][CH:24]=1.C([O-])([O-])=O.[K+].[K+].[CH3:54][C:55]#[N:56].O. (7) Given the product [F:26][C:27]1[C:28]2[CH:38]=[C:37]([C:39]3[CH:44]=[CH:43][CH:42]=[CH:41][CH:40]=3)[CH:36]=[CH:35][C:29]=2[S:30][C:31]=1[C:32]([N:1]1[CH2:2][CH:3]([NH:5][C@H:6]2[CH2:10][CH2:9][N:8]([C:11]([C:13]3[CH:18]=[CH:17][CH:16]=[CH:15][CH:14]=3)=[O:12])[CH2:7]2)[CH2:4]1)=[O:33], predict the reactants needed to synthesize it. The reactants are: [NH:1]1[CH2:4][CH:3]([NH:5][C@H:6]2[CH2:10][CH2:9][N:8]([C:11]([C:13]3[CH:18]=[CH:17][CH:16]=[CH:15][CH:14]=3)=[O:12])[CH2:7]2)[CH2:2]1.CCN(CC)CC.[F:26][C:27]1[C:28]2[CH:38]=[C:37]([C:39]3[CH:44]=[CH:43][CH:42]=[CH:41][CH:40]=3)[CH:36]=[CH:35][C:29]=2[S:30][C:31]=1[C:32](Cl)=[O:33]. (8) Given the product [Br:1][C:2]1[C:7]([CH3:8])=[CH:6][C:5]([O:9][CH2:18][C:19]2([CH3:23])[CH2:22][O:21][CH2:20]2)=[CH:4][C:3]=1[CH3:10], predict the reactants needed to synthesize it. The reactants are: [Br:1][C:2]1[C:7]([CH3:8])=[CH:6][C:5]([OH:9])=[CH:4][C:3]=1[CH3:10].C([O-])([O-])=O.[K+].[K+].Br[CH2:18][C:19]1([CH3:23])[CH2:22][O:21][CH2:20]1. (9) Given the product [C:30]([O:29][C:27]([N:22]1[CH:26]2[CH:25]([C:10]([C:9]#[C:8][C:4]3[CH:5]=[CH:6][CH:7]=[C:2]([Cl:1])[CH:3]=3)=[N:11][O:12]2)[CH2:24][CH2:23]1)=[O:28])([CH3:33])([CH3:31])[CH3:32], predict the reactants needed to synthesize it. The reactants are: [Cl:1][C:2]1[CH:3]=[C:4]([C:8]#[C:9][CH:10]=[N:11][OH:12])[CH:5]=[CH:6][CH:7]=1.ClN1C(=O)CCC1=O.O.[N:22]1([C:27]([O:29][C:30]([CH3:33])([CH3:32])[CH3:31])=[O:28])[CH:26]=[CH:25][CH2:24][CH2:23]1.